This data is from Forward reaction prediction with 1.9M reactions from USPTO patents (1976-2016). The task is: Predict the product of the given reaction. (1) The product is: [CH3:72][N:63]([C:59]1[C:57]2[NH:58][C:54]([C:52]3[S:43][C:44]4([CH2:49][CH2:48][NH:47][CH2:46][CH2:45]4)[CH2:50][N:51]=3)=[CH:55][C:56]=2[S:61][C:60]=1[CH3:62])[S:64]([C:67]1[S:68][CH:69]=[CH:70][CH:71]=1)(=[O:66])=[O:65]. Given the reactants C1(P(=O)(C2C=CC=CC=2)C2C=CC=CC=2)C=CC=CC=1.FC(F)(F)S(OS(C(F)(F)F)(=O)=O)(=O)=O.C([S:43][C:44]1([CH2:50][NH:51][C:52]([C:54]2[NH:58][C:57]3[C:59]([N:63]([CH3:72])[S:64]([C:67]4[S:68][CH:69]=[CH:70][CH:71]=4)(=[O:66])=[O:65])=[C:60]([CH3:62])[S:61][C:56]=3[CH:55]=2)=O)[CH2:49][CH2:48][NH:47][CH2:46][CH2:45]1)C1C=CC=CC=1, predict the reaction product. (2) Given the reactants [CH3:1][S:2][C:3]1[CH:10]=[CH:9][C:6]([C:7]#[N:8])=[CH:5][CH:4]=1.[F:11][C:12]1[CH:18]=[CH:17][C:15]([NH2:16])=[CH:14][CH:13]=1, predict the reaction product. The product is: [F:11][C:12]1[CH:18]=[CH:17][C:15]([NH:16][C:7](=[NH:8])[C:6]2[CH:9]=[CH:10][C:3]([S:2][CH3:1])=[CH:4][CH:5]=2)=[CH:14][CH:13]=1. (3) Given the reactants [C:1]([O:14][C@H:15]([CH2:61][O:62][C:63](=[O:75])[CH2:64][CH2:65][CH2:66][CH2:67][CH2:68][CH2:69][CH2:70][CH2:71][CH2:72][CH2:73][CH3:74])[CH2:16][S:17][CH2:18][C@H:19]([NH:43][C:44]([O:46][CH2:47][CH:48]1[C:60]2[CH:59]=[CH:58][CH:57]=[CH:56][C:55]=2[C:54]2[C:49]1=[CH:50][CH:51]=[CH:52][CH:53]=2)=[O:45])[C:20](=[O:42])[NH:21][CH2:22][CH2:23][CH2:24][O:25][CH2:26][CH2:27][CH2:28][CH2:29][O:30][CH2:31][CH2:32][CH2:33][NH:34]C(=O)OC(C)(C)C)(=[O:13])[CH2:2][CH2:3][CH2:4][CH2:5][CH2:6][CH2:7][CH2:8][CH2:9][CH2:10][CH2:11][CH3:12], predict the reaction product. The product is: [C:63]([O:62][CH2:61][C@@H:15]([O:14][C:1](=[O:13])[CH2:2][CH2:3][CH2:4][CH2:5][CH2:6][CH2:7][CH2:8][CH2:9][CH2:10][CH2:11][CH3:12])[CH2:16][S:17][CH2:18][C@H:19]([NH:43][C:44]([O:46][CH2:47][CH:48]1[C:60]2[CH:59]=[CH:58][CH:57]=[CH:56][C:55]=2[C:54]2[C:49]1=[CH:50][CH:51]=[CH:52][CH:53]=2)=[O:45])[C:20](=[O:42])[NH:21][CH2:22][CH2:23][CH2:24][O:25][CH2:26][CH2:27][CH2:28][CH2:29][O:30][CH2:31][CH2:32][CH2:33][NH2:34])(=[O:75])[CH2:64][CH2:65][CH2:66][CH2:67][CH2:68][CH2:69][CH2:70][CH2:71][CH2:72][CH2:73][CH3:74]. (4) Given the reactants C[Si](C)(C)N[Si](C)(C)C.[Li].[C:11]([O:14][C:15]([CH3:18])([CH3:17])[CH3:16])(=[O:13])[CH3:12].Br[C:20]1[CH:25]=[C:24]([Br:26])[N:23]=[C:22]([C:27]2[CH:32]=[CH:31][CH:30]=[CH:29][C:28]=2[Cl:33])[C:21]=1[CH2:34]Br, predict the reaction product. The product is: [Br:26][C:24]1[N:23]=[C:22]([C:27]2[CH:32]=[CH:31][CH:30]=[CH:29][C:28]=2[Cl:33])[C:21]([CH2:34][CH2:12][C:11]([O:14][C:15]([CH3:18])([CH3:17])[CH3:16])=[O:13])=[CH:20][CH:25]=1. (5) Given the reactants [CH3:1][C:2]1[CH:7]=[C:6]([NH:8][CH:9]([C:14]2[CH:23]=[CH:22][C:17]([C:18](OC)=[O:19])=[CH:16][N:15]=2)[CH2:10][CH:11]([CH3:13])[CH3:12])[CH:5]=[C:4]([CH3:24])[C:3]=1[C:25]1[CH:30]=[CH:29][C:28]([C:31]([F:34])([F:33])[F:32])=[CH:27][CH:26]=1.[Li+].[OH-].Cl.F[P-](F)(F)(F)(F)F.N1(OC(N(C)C)=[N+](C)C)C2N=CC=CC=2N=N1.Cl.[NH2:63][CH2:64][CH2:65][C:66]([O:68][CH3:69])=[O:67].C(N(C(C)C)CC)(C)C, predict the reaction product. The product is: [CH3:1][C:2]1[CH:7]=[C:6]([NH:8][CH:9]([C:14]2[CH:23]=[CH:22][C:17]([C:18]([NH:63][CH2:64][CH2:65][C:66]([O:68][CH3:69])=[O:67])=[O:19])=[CH:16][N:15]=2)[CH2:10][CH:11]([CH3:12])[CH3:13])[CH:5]=[C:4]([CH3:24])[C:3]=1[C:25]1[CH:30]=[CH:29][C:28]([C:31]([F:33])([F:32])[F:34])=[CH:27][CH:26]=1. (6) Given the reactants [F:1][C:2]1[CH:7]=[C:6]([F:8])[CH:5]=[CH:4][C:3]=1[NH:9][CH:10]1[CH2:15][CH2:14][N:13](C(OC(C)(C)C)=O)[CH2:12][CH2:11]1.[C:23]([OH:29])([C:25]([F:28])([F:27])[F:26])=[O:24], predict the reaction product. The product is: [F:26][C:25]([F:28])([F:27])[C:23]([OH:29])=[O:24].[F:26][C:25]([F:28])([F:27])[C:23]([OH:29])=[O:24].[F:1][C:2]1[CH:7]=[C:6]([F:8])[CH:5]=[CH:4][C:3]=1[NH:9][CH:10]1[CH2:15][CH2:14][NH:13][CH2:12][CH2:11]1. (7) Given the reactants Br[C:2]1[CH:3]=[C:4]2[C:9]([NH:10][C@@H:11]3[CH2:15][CH2:14][C@:13]([CH3:20])([C:16]([O:18][CH3:19])=[O:17])[C:12]3([CH3:22])[CH3:21])=[C:8]([C:23](=[O:25])[NH2:24])[CH:7]=[N:6][N:5]2[CH:26]=1.[C:27]1(B(O)O)[CH:32]=[CH:31][CH:30]=[CH:29][CH:28]=1.P([O-])([O-])([O-])=O.[K+].[K+].[K+], predict the reaction product. The product is: [C:23]([C:8]1[CH:7]=[N:6][N:5]2[CH:26]=[C:2]([C:27]3[CH:32]=[CH:31][CH:30]=[CH:29][CH:28]=3)[CH:3]=[C:4]2[C:9]=1[NH:10][C@@H:11]1[CH2:15][CH2:14][C@:13]([CH3:20])([C:16]([O:18][CH3:19])=[O:17])[C:12]1([CH3:21])[CH3:22])(=[O:25])[NH2:24].